From a dataset of Reaction yield outcomes from USPTO patents with 853,638 reactions. Predict the reaction yield, written as a fraction of the theoretical maximum amount of product (1.0 means a 100% yield; for example, 0.34 means a 34% yield). (1) The catalyst is CN(C=O)C.[Cu]I. The product is [CH:1]([N:14]1[C:15]2[C:16](=[CH:17][C:18]([Cl:21])=[CH:19][CH:20]=2)[CH:22]=[C:23]1[CH2:24][CH2:25][OH:26])([C:8]1[CH:9]=[CH:10][CH:11]=[CH:12][CH:13]=1)[C:2]1[CH:7]=[CH:6][CH:5]=[CH:4][CH:3]=1. The reactants are [CH:1]([NH:14][C:15]1[CH:20]=[CH:19][C:18]([Cl:21])=[CH:17][C:16]=1[C:22]#[C:23][CH2:24][CH2:25][OH:26])([C:8]1[CH:13]=[CH:12][CH:11]=[CH:10][CH:9]=1)[C:2]1[CH:7]=[CH:6][CH:5]=[CH:4][CH:3]=1. The yield is 0.300. (2) The reactants are [CH2:1]([N:8]1[C:17]2[C:12](=[C:13]([CH:19]=[C:20]3[S:24][C:23](=[O:25])[NH:22][C:21]3=[O:26])[CH:14]=[CH:15][C:16]=2[OH:18])[CH2:11][CH2:10][C:9]1=[O:27])[C:2]1[CH:7]=[CH:6][CH:5]=[CH:4][CH:3]=1. The catalyst is [C].[Pd].CN(C=O)C. The product is [CH2:1]([N:8]1[C:17]2[C:12](=[C:13]([CH2:19][CH:20]3[S:24][C:23](=[O:25])[NH:22][C:21]3=[O:26])[CH:14]=[CH:15][C:16]=2[OH:18])[CH2:11][CH2:10][C:9]1=[O:27])[C:2]1[CH:7]=[CH:6][CH:5]=[CH:4][CH:3]=1. The yield is 0.880. (3) The catalyst is C1COCC1. The reactants are [CH:1]1([N:7]=[C:8]=[O:9])[CH2:6][CH2:5][CH2:4][CH2:3][CH2:2]1.[OH:10][CH2:11][C:12]1[N:16]2[C:17](=[O:33])[N:18]([CH:20]3[CH2:25][CH2:24][N:23]([C:26]([O:28][C:29]([CH3:32])([CH3:31])[CH3:30])=[O:27])[CH2:22][CH2:21]3)[CH2:19][C:15]2=[CH:14][N:13]=1.ClCCl. The yield is 0.990. The product is [CH:1]1([NH:7][C:8]([O:10][CH2:11][C:12]2[N:16]3[C:17](=[O:33])[N:18]([CH:20]4[CH2:21][CH2:22][N:23]([C:26]([O:28][C:29]([CH3:31])([CH3:30])[CH3:32])=[O:27])[CH2:24][CH2:25]4)[CH2:19][C:15]3=[CH:14][N:13]=2)=[O:9])[CH2:6][CH2:5][CH2:4][CH2:3][CH2:2]1. (4) The reactants are [Br:1][C:2]1[C:3]([CH2:8][OH:9])=[N:4][CH:5]=[CH:6][CH:7]=1.[I:10][C:11]1[CH:16]=[CH:15][C:14]([Cl:17])=[CH:13][C:12]=1O.C(P(CCCC)CCCC)CCC.N(C(N1CCCCC1)=O)=NC(N1CCCCC1)=O. The catalyst is C1C=CC=CC=1.C(OCC)(=O)C. The product is [Br:1][C:2]1[C:3]([CH2:8][O:9][C:16]2[CH:15]=[C:14]([Cl:17])[CH:13]=[CH:12][C:11]=2[I:10])=[N:4][CH:5]=[CH:6][CH:7]=1. The yield is 0.510. (5) The reactants are [CH3:1][C:2]1[N:7]([C:8]2[CH:13]=[CH:12][CH:11]=[C:10]([C:14]([F:17])([F:16])[F:15])[CH:9]=2)[C:6](=[O:18])[C:5]([C:19]([NH:21][CH2:22][C:23]2[CH:28]=[CH:27][C:26]([S:29]([CH3:32])(=[O:31])=[O:30])=[CH:25][CH:24]=2)=[O:20])=[CH:4][C:3]=1[CH:33]=[CH2:34]. The catalyst is [Pd].C(O)C.CCOC(C)=O. The product is [CH2:33]([C:3]1[CH:4]=[C:5]([C:19]([NH:21][CH2:22][C:23]2[CH:28]=[CH:27][C:26]([S:29]([CH3:32])(=[O:30])=[O:31])=[CH:25][CH:24]=2)=[O:20])[C:6](=[O:18])[N:7]([C:8]2[CH:13]=[CH:12][CH:11]=[C:10]([C:14]([F:17])([F:15])[F:16])[CH:9]=2)[C:2]=1[CH3:1])[CH3:34]. The yield is 0.560. (6) The reactants are [CH3:1][N:2]1[C:10]2[C@@:9]3([CH3:14])[C:11]([CH3:13])([CH3:12])[C@H:6]([CH2:7][CH2:8]3)[C:5]=2[C:4](=[O:15])[NH:3]1.[CH3:16][O:17][C:18]([C:20]1[CH:25]=[CH:24][C:23](B(O)O)=[CH:22][CH:21]=1)=[O:19]. The catalyst is ClCCl.N1C=CC=CC=1.C([O-])(=O)C.[Cu+2].C([O-])(=O)C. The product is [CH3:16][O:17][C:18](=[O:19])[C:20]1[CH:25]=[CH:24][C:23]([N:3]2[C:4](=[O:15])[C:5]3[C@@H:6]4[C:11]([CH3:12])([CH3:13])[C@@:9]([CH3:14])([CH2:8][CH2:7]4)[C:10]=3[N:2]2[CH3:1])=[CH:22][CH:21]=1. The yield is 0.290.